Predict the reactants needed to synthesize the given product. From a dataset of Retrosynthesis with 50K atom-mapped reactions and 10 reaction types from USPTO. (1) Given the product CCNc1nc2ccc(-c3ccc4c(c3)CN(C(=O)OC(C)(C)C)CCO4)cc2[nH]1, predict the reactants needed to synthesize it. The reactants are: CC(C)(C)OC(=O)N1CCOc2ccc(-c3ccc(N)c(N)c3)cc2C1.CCN=C=S. (2) Given the product CON(Cc1ccc(F)cc1SC)C(=O)C=C1OC(C)(C)OC1=O, predict the reactants needed to synthesize it. The reactants are: CC1(C)OC(=O)C(=CC(=O)Cl)O1.CONCc1ccc(F)cc1SC. (3) Given the product O=C(OCc1ccccc1)[C@H]1CC[C@H](CO)CC1, predict the reactants needed to synthesize it. The reactants are: ClCc1ccccc1.O=C(O)[C@H]1CC[C@H](CO)CC1. (4) The reactants are: CC(C)(C)OC(=O)N1CCNCC1.O=[N+]([O-])c1ccc(F)cc1F. Given the product CC(C)(C)OC(=O)N1CCN(c2cc(F)ccc2[N+](=O)[O-])CC1, predict the reactants needed to synthesize it. (5) Given the product CN1CCc2cc(C(=O)N3CC[C@@H](NC(=O)OC(C)(C)C)C3)ccc2C1, predict the reactants needed to synthesize it. The reactants are: CC(C)(C)OC(=O)N[C@@H]1CCNC1.CN1CCc2cc(C(=O)O)ccc2C1. (6) Given the product Cc1ccc(S(=O)(=O)OC[C@@H]2CCCO2)cc1, predict the reactants needed to synthesize it. The reactants are: Cc1ccc(S(=O)(=O)Cl)cc1.OC[C@@H]1CCCO1.